From a dataset of Forward reaction prediction with 1.9M reactions from USPTO patents (1976-2016). Predict the product of the given reaction. (1) Given the reactants [CH3:1][C:2]1[CH:3]=[C:4]([CH:16]=[C:17]([CH3:19])[CH:18]=1)[CH2:5][S:6][C:7]1[CH:12]=[CH:11][C:10]([N+:13]([O-])=O)=[CH:9][CH:8]=1, predict the reaction product. The product is: [CH3:1][C:2]1[CH:3]=[C:4]([CH:16]=[C:17]([CH3:19])[CH:18]=1)[CH2:5][S:6][C:7]1[CH:8]=[CH:9][C:10]([NH2:13])=[CH:11][CH:12]=1. (2) The product is: [CH2:1]([O:8][C:9]([N:11]1[CH2:12][CH2:13][N:14]([C:17]2[C:22]([C:24]3[CH:25]=[C:26]4[C:30](=[CH:31][C:32]=3[O:33][CH2:34][C:35]3[CH:36]=[CH:37][CH:38]=[CH:39][CH:40]=3)[NH:29][CH:28]=[C:27]4[CH3:41])=[N:42][NH:19][CH:18]=2)[CH2:15][CH2:16]1)=[O:10])[C:2]1[CH:7]=[CH:6][CH:5]=[CH:4][CH:3]=1. Given the reactants [CH2:1]([O:8][C:9]([N:11]1[CH2:16][CH2:15][N:14]([C:17]([C:22]([C:24]2[CH:25]=[C:26]3[C:30](=[CH:31][C:32]=2[O:33][CH2:34][C:35]2[CH:40]=[CH:39][CH:38]=[CH:37][CH:36]=2)[NH:29][CH:28]=[C:27]3[CH3:41])=O)=[CH:18][N:19](C)C)[CH2:13][CH2:12]1)=[O:10])[C:2]1[CH:7]=[CH:6][CH:5]=[CH:4][CH:3]=1.[NH2:42]N, predict the reaction product. (3) Given the reactants [CH2:1]([NH:3][C:4]([C:6]1[CH:10]=[C:9]([C:11]2[CH:16]=[C:15]([CH2:17][CH:18]([CH3:20])[CH3:19])[C:14]([O:21][CH2:22][C:23]3[CH:28]=[CH:27][CH:26]=[CH:25][CH:24]=3)=[CH:13][C:12]=2[O:29][CH2:30][C:31]2[CH:36]=[CH:35][CH:34]=[CH:33][CH:32]=2)[O:8][N:7]=1)=[O:5])[CH3:2].[I:37]N1C(=O)CCC1=O, predict the reaction product. The product is: [CH2:1]([NH:3][C:4]([C:6]1[C:10]([I:37])=[C:9]([C:11]2[CH:16]=[C:15]([CH2:17][CH:18]([CH3:20])[CH3:19])[C:14]([O:21][CH2:22][C:23]3[CH:24]=[CH:25][CH:26]=[CH:27][CH:28]=3)=[CH:13][C:12]=2[O:29][CH2:30][C:31]2[CH:32]=[CH:33][CH:34]=[CH:35][CH:36]=2)[O:8][N:7]=1)=[O:5])[CH3:2]. (4) Given the reactants [CH3:1][O:2][C:3]1[CH:4]=[CH:5][C:6]2[NH:12][C:11](=[O:13])[N:10]([CH:14]3[CH2:19][CH2:18][NH:17][CH2:16][CH2:15]3)[CH2:9][CH2:8][C:7]=2[CH:20]=1.Cl[C:22]1[N:27]=[CH:26][N:25]=[C:24]([NH:28][C:29]2[CH:38]=[C:37]([CH3:39])[C:32]3[NH:33][C:34](=[O:36])[O:35][C:31]=3[CH:30]=2)[CH:23]=1.CCN(C(C)C)C(C)C, predict the reaction product. The product is: [CH3:1][O:2][C:3]1[CH:4]=[CH:5][C:6]2[NH:12][C:11](=[O:13])[N:10]([CH:14]3[CH2:19][CH2:18][N:17]([C:22]4[CH:23]=[C:24]([NH:28][C:29]5[CH:38]=[C:37]([CH3:39])[C:32]6[NH:33][C:34](=[O:36])[O:35][C:31]=6[CH:30]=5)[N:25]=[CH:26][N:27]=4)[CH2:16][CH2:15]3)[CH2:9][CH2:8][C:7]=2[CH:20]=1. (5) Given the reactants [Cl:1][C:2]1[CH:3]=[C:4]([CH:10]([OH:49])[CH2:11][NH:12][C:13]2[CH2:17][N:16](S(C(F)(F)F)(=O)=O)[C:15](=[O:25])[C:14]=2[C:26]2[N:30](C(OC(C)(C)C)=O)[C:29]3[CH:38]=[C:39]([N:43]4[CH2:48][CH2:47][O:46][CH2:45][CH2:44]4)[CH:40]=[C:41]([CH3:42])[C:28]=3[N:27]=2)[CH:5]=[CH:6][C:7]=1[O:8][CH3:9].ClC1C=C([C@H](O)CNC2CNC(=O)C=2C2NC3C=C(N4CCOCC4)C=C(C)C=3N=2)C=CC=1, predict the reaction product. The product is: [Cl:1][C:2]1[CH:3]=[C:4]([CH:10]([OH:49])[CH2:11][NH:12][C:13]2[CH2:17][NH:16][C:15](=[O:25])[C:14]=2[C:26]2[NH:30][C:29]3[CH:38]=[C:39]([N:43]4[CH2:44][CH2:45][O:46][CH2:47][CH2:48]4)[CH:40]=[C:41]([CH3:42])[C:28]=3[N:27]=2)[CH:5]=[CH:6][C:7]=1[O:8][CH3:9]. (6) Given the reactants [H-].[H-].[H-].[H-].[Li+].[Al+3].[N+:7]([C:10]1[CH:11]=[C:12]2[C:16](=[CH:17][CH:18]=1)[NH:15][CH:14]=[C:13]2[CH2:19][CH2:20][C:21](OCC)=[O:22])([O-:9])=[O:8], predict the reaction product. The product is: [N+:7]([C:10]1[CH:11]=[C:12]2[C:16](=[CH:17][CH:18]=1)[NH:15][CH:14]=[C:13]2[CH2:19][CH2:20][CH2:21][OH:22])([O-:9])=[O:8]. (7) The product is: [Cl:1][C:2]1[CH:3]=[CH:4][C:5]([CH:8]2[CH:13]([CH2:14][CH2:15][CH3:16])[CH2:12][N:11]([C:17]([O:19][C:20]([CH3:23])([CH3:22])[CH3:21])=[O:18])[CH2:10][CH:9]2[O:24][CH2:31][C:30]2[CH:33]=[CH:34][C:27]([O:26][CH3:25])=[CH:28][CH:29]=2)=[CH:6][CH:7]=1. Given the reactants [Cl:1][C:2]1[CH:7]=[CH:6][C:5]([CH:8]2[CH:13]([CH2:14][CH2:15][CH3:16])[CH2:12][N:11]([C:17]([O:19][C:20]([CH3:23])([CH3:22])[CH3:21])=[O:18])[CH2:10][CH:9]2[OH:24])=[CH:4][CH:3]=1.[CH3:25][O:26][C:27]1[CH:34]=[CH:33][C:30]([CH2:31]Cl)=[CH:29][CH:28]=1, predict the reaction product.